This data is from Reaction yield outcomes from USPTO patents with 853,638 reactions. The task is: Predict the reaction yield, written as a fraction of the theoretical maximum amount of product (1.0 means a 100% yield; for example, 0.34 means a 34% yield). The reactants are Br.Br.[NH:3]1[CH2:6][CH:5]([NH:7][C:8]2[C:13](=[O:14])[NH:12][CH:11]=[C:10]([C:15]3[CH:20]=[CH:19][N:18]=[C:17]([NH:21][CH3:22])[CH:16]=3)[CH:9]=2)[CH2:4]1.[C:23](O)(=[O:28])/[CH:24]=[CH:25]/[CH2:26][CH3:27].CN(C(ON1N=NC2C=CC=NC1=2)=[N+](C)C)C.F[P-](F)(F)(F)(F)F.CCN(C(C)C)C(C)C. The catalyst is CN(C=O)C. The product is [CH3:22][NH:21][C:17]1[CH:16]=[C:15]([C:10]2[CH:9]=[C:8]([NH:7][CH:5]3[CH2:6][N:3]([C:23](=[O:28])/[CH:24]=[CH:25]/[CH2:26][CH3:27])[CH2:4]3)[C:13](=[O:14])[NH:12][CH:11]=2)[CH:20]=[CH:19][N:18]=1. The yield is 0.420.